Dataset: Full USPTO retrosynthesis dataset with 1.9M reactions from patents (1976-2016). Task: Predict the reactants needed to synthesize the given product. (1) Given the product [CH2:23]1[O:22][C:18]2[C:17](=[C:16]([CH:21]=[CH:20][CH:19]=2)[NH:15][C:9]2[C:8]3[C:13](=[CH:14][C:5]([OH:4])=[CH:6][C:7]=3[O:25][CH:26]3[CH2:31][CH2:30][O:29][CH2:28][CH2:27]3)[N:12]=[CH:11][N:10]=2)[O:24]1, predict the reactants needed to synthesize it. The reactants are: C([O:4][C:5]1[CH:14]=[C:13]2[C:8]([C:9]([NH:15][C:16]3[CH:21]=[CH:20][CH:19]=[C:18]4[O:22][CH2:23][O:24][C:17]=34)=[N:10][CH:11]=[N:12]2)=[C:7]([O:25][CH:26]2[CH2:31][CH2:30][O:29][CH2:28][CH2:27]2)[CH:6]=1)(=O)C.N. (2) Given the product [Br:17][C:16]1[C:7]([C:32]#[C:31][Si:33]([CH:34]([CH3:36])[CH3:35])([CH:40]([CH3:42])[CH3:41])[CH:37]([CH3:39])[CH3:38])=[C:8]([CH3:28])[C:9]2[C:14]([CH:15]=1)=[C:13]([CH3:18])[C:12]([C:32]#[C:31][Si:33]([CH:37]([CH3:39])[CH3:38])([CH:34]([CH3:36])[CH3:35])[CH:40]([CH3:42])[CH3:41])=[C:11]([Br:27])[CH:10]=2, predict the reactants needed to synthesize it. The reactants are: FC(F)(F)S(O[C:7]1[C:16]([Br:17])=[CH:15][C:14]2[C:9](=[CH:10][C:11]([Br:27])=[C:12](OS(C(F)(F)F)(=O)=O)[C:13]=2[CH3:18])[C:8]=1[CH3:28])(=O)=O.[C:31]([Si:33]([CH:40]([CH3:42])[CH3:41])([CH:37]([CH3:39])[CH3:38])[CH:34]([CH3:36])[CH3:35])#[CH:32].O.Cl. (3) Given the product [F:17][C:14]1[CH:13]=[CH:12][C:11]([C:9]2[C:8]([C:18]3[CH:23]=[CH:22][N:21]=[CH:20][CH:19]=3)=[C:7]([C:24]3[CH:25]=[CH:26][C:27]([F:30])=[CH:28][CH:29]=3)[N:6]=[C:5]3[NH:4][N:3]=[C:2]([C:32]#[N:33])[C:10]=23)=[CH:16][CH:15]=1, predict the reactants needed to synthesize it. The reactants are: Br[C:2]1[C:10]2[C:5](=[N:6][C:7]([C:24]3[CH:29]=[CH:28][C:27]([F:30])=[CH:26][CH:25]=3)=[C:8]([C:18]3[CH:23]=[CH:22][N:21]=[CH:20][CH:19]=3)[C:9]=2[C:11]2[CH:16]=[CH:15][C:14]([F:17])=[CH:13][CH:12]=2)[NH:4][N:3]=1.[Cu](C#N)[C:32]#[N:33].C(N)CN.